Dataset: HIV replication inhibition screening data with 41,000+ compounds from the AIDS Antiviral Screen. Task: Binary Classification. Given a drug SMILES string, predict its activity (active/inactive) in a high-throughput screening assay against a specified biological target. (1) The compound is O=c1c2ccccc2[nH]c2c(Cl)cc(Cl)c(NC3CCCCC3)c12. The result is 0 (inactive). (2) The compound is CC(=O)OCCn1c(Cc2ccc([N+](=O)[O-])cc2)nn(C(C)=O)c1=O. The result is 0 (inactive). (3) The molecule is CCOC(=O)C(CC(C(=O)OCC)C(=O)OCC)C(=O)OCC. The result is 0 (inactive). (4) The compound is Cc1cc(=O)oc2cc(O)cc(O)c12. The result is 0 (inactive). (5) The compound is Cc1cn(COCCCOCC(=O)c2ccccc2)c(=O)[nH]c1=O. The result is 1 (active). (6) The compound is CCOC(=O)c1nc(SC)sc1NC(=O)c1ccccc1[N+](=O)[O-]. The result is 0 (inactive).